Dataset: Forward reaction prediction with 1.9M reactions from USPTO patents (1976-2016). Task: Predict the product of the given reaction. (1) Given the reactants [BH4-].[Li+].Cl[Si](C)(C)C.[Br:8][C:9]1[CH:14]=[C:13]([Cl:15])[CH:12]=[CH:11][C:10]=1[CH:16]=[CH:17][N+:18]([O-])=O, predict the reaction product. The product is: [Br:8][C:9]1[CH:14]=[C:13]([Cl:15])[CH:12]=[CH:11][C:10]=1[CH2:16][CH2:17][NH2:18]. (2) Given the reactants CN(C)/[CH:3]=[CH:4]/[C:5]1[C:14]2[C:9](=[CH:10][C:11]([O:17][CH3:18])=[C:12]([O:15][CH3:16])[CH:13]=2)[N:8]=[CH:7][C:6]=1[C:19]#[N:20].[ClH:22], predict the reaction product. The product is: [Cl:22][C:19]1[N:20]=[CH:3][CH:4]=[C:5]2[C:6]=1[CH:7]=[N:8][C:9]1[CH:10]=[C:11]([O:17][CH3:18])[C:12]([O:15][CH3:16])=[CH:13][C:14]2=1. (3) Given the reactants [NH2:1][O:2][CH2:3][C:4]([N:6]([CH3:8])[CH3:7])=[O:5].[Cl:9][C:10]1[CH:37]=[C:36]([CH3:38])[C:13]2[N:14]=[C:15]([C:19]3[CH:24]=[CH:23][C:22]([C:25]([F:28])([F:27])[F:26])=[CH:21][C:20]=3[C:29]3[C:34]([Cl:35])=[CH:33][CH:32]=[CH:31][N:30]=3)[O:16][C:17](=[O:18])[C:12]=2[CH:11]=1, predict the reaction product. The product is: [Cl:9][C:10]1[CH:37]=[C:36]([CH3:38])[C:13]([NH:14][C:15](=[O:16])[C:19]2[CH:24]=[CH:23][C:22]([C:25]([F:27])([F:26])[F:28])=[CH:21][C:20]=2[C:29]2[C:34]([Cl:35])=[CH:33][CH:32]=[CH:31][N:30]=2)=[C:12]([CH:11]=1)[C:17]([NH:1][O:2][CH2:3][C:4](=[O:5])[N:6]([CH3:8])[CH3:7])=[O:18]. (4) The product is: [CH2:1]([O:9][C:10](=[O:20])[CH:11]([C:14]1[CH:15]=[CH:16][CH:17]=[CH:18][CH:19]=1)[CH2:12][O:13][C:27](=[O:29])[CH3:28])[CH2:2][CH2:3][CH2:4][CH2:5][CH2:6][CH2:7][CH3:8]. Given the reactants [CH2:1]([O:9][C:10](=[O:20])[CH:11]([C:14]1[CH:19]=[CH:18][CH:17]=[CH:16][CH:15]=1)[CH2:12][OH:13])[CH2:2][CH2:3][CH2:4][CH2:5][CH2:6][CH2:7][CH3:8].N1C=CC=CC=1.[C:27](Cl)(=[O:29])[CH3:28], predict the reaction product. (5) Given the reactants [CH:1]1([OH:9])[CH2:8][CH2:7][CH2:6][CH2:5][CH2:4][CH:3]=[CH:2]1.[C:10]1([CH2:16][C:17](Cl)=[O:18])[CH:15]=[CH:14][CH:13]=[CH:12][CH:11]=1, predict the reaction product. The product is: [C:10]1([CH2:16][C:17]([O:9][CH:1]2[CH2:8][CH2:7][CH2:6][CH2:5][CH2:4][CH:3]=[CH:2]2)=[O:18])[CH:15]=[CH:14][CH:13]=[CH:12][CH:11]=1. (6) Given the reactants [C:1]([CH:4]1[CH2:9][CH:8]([C:10]2[CH:15]=[CH:14][CH:13]=[CH:12][CH:11]=2)[O:7][C:5]1=[O:6])(=O)[CH3:2].[N:16]1[C:20]2[CH:21]=[CH:22][CH:23]=[CH:24][C:19]=2[NH:18][C:17]=1[CH2:25][C:26]#[N:27].C([O-])(=O)C.[NH4+], predict the reaction product. The product is: [OH:7][CH:8]([C:10]1[CH:11]=[CH:12][CH:13]=[CH:14][CH:15]=1)[CH2:9][C:4]1[C:5](=[O:6])[N:18]2[C:17]([NH:16][C:20]3[CH:21]=[CH:22][CH:23]=[CH:24][C:19]=32)=[C:25]([C:26]#[N:27])[C:1]=1[CH3:2].